This data is from Reaction yield outcomes from USPTO patents with 853,638 reactions. The task is: Predict the reaction yield, written as a fraction of the theoretical maximum amount of product (1.0 means a 100% yield; for example, 0.34 means a 34% yield). (1) The product is [NH2:1][C:2]1[C:10]([Cl:11])=[CH:9][C:5]([C:6]([NH:44][CH:43]2[CH2:42][CH2:41][N:40]([CH2:45][CH2:46][CH2:47][O:48][C:49]3[CH:54]=[CH:53][C:52]([F:55])=[CH:51][CH:50]=3)[CH2:39][C:38]2([F:56])[F:37])=[O:8])=[C:4]([O:12][CH3:13])[CH:3]=1. The catalyst is CN(C)C=O. The yield is 0.710. The reactants are [NH2:1][C:2]1[C:10]([Cl:11])=[CH:9][C:5]([C:6]([OH:8])=O)=[C:4]([O:12][CH3:13])[CH:3]=1.C(N(CC)CC)C.ClC(OCC)=O.ON1C2C=CC=CC=2N=N1.[F:37][C:38]1([F:56])[CH:43]([NH2:44])[CH2:42][CH2:41][N:40]([CH2:45][CH2:46][CH2:47][O:48][C:49]2[CH:54]=[CH:53][C:52]([F:55])=[CH:51][CH:50]=2)[CH2:39]1. (2) The reactants are [CH3:1][C:2]1[N:19]([S:20]([C:23]2[CH:29]=[CH:28][C:26]([CH3:27])=[CH:25][CH:24]=2)(=[O:22])=[O:21])[C:5]2=[N:6][CH:7]=[C:8]([NH:10][NH:11]C(OC(C)(C)C)=O)[N:9]=[C:4]2[CH:3]=1.Cl. The catalyst is O1CCOCC1. The product is [NH:10]([C:8]1[N:9]=[C:4]2[CH:3]=[C:2]([CH3:1])[N:19]([S:20]([C:23]3[CH:29]=[CH:28][C:26]([CH3:27])=[CH:25][CH:24]=3)(=[O:21])=[O:22])[C:5]2=[N:6][CH:7]=1)[NH2:11]. The yield is 0.730. (3) The yield is 0.230. The product is [C:19]1([CH3:26])[CH:20]=[C:21]([CH3:25])[CH:22]=[C:23]([CH3:24])[C:18]=1[O:17][C:15]1[C:16]2[NH:8][CH:9]=[CH:10][C:11]=2[N:12]=[C:13]([NH:27][C:28]2[CH:35]=[CH:34][C:31]([C:32]#[N:33])=[CH:30][CH:29]=2)[N:14]=1. The reactants are C([N:8]1[C:16]2[C:15]([O:17][C:18]3[C:23]([CH3:24])=[CH:22][C:21]([CH3:25])=[CH:20][C:19]=3[CH3:26])=[N:14][C:13]([NH:27][C:28]3[CH:35]=[CH:34][C:31]([C:32]#[N:33])=[CH:30][CH:29]=3)=[N:12][C:11]=2[CH:10]=[CH:9]1)C1C=CC=CC=1.[Al+3].[Cl-].[Cl-].[Cl-]. The catalyst is ClC1C=CC=CC=1Cl.